This data is from Full USPTO retrosynthesis dataset with 1.9M reactions from patents (1976-2016). The task is: Predict the reactants needed to synthesize the given product. (1) Given the product [O:1]1[C:6]2=[CH:7][CH:8]=[CH:9][C:5]2=[CH:4][C:3]([NH:16][CH2:2][CH2:3][CH2:4][CH3:5])=[CH:2]1, predict the reactants needed to synthesize it. The reactants are: [O:1]1[C:6]2=[CH:7][CH:8]=[CH:9][C:5]2=[CH:4][C:3](C(CC)C#N)=[CH:2]1.[OH-].[NH4+:16]. (2) Given the product [Cr:18].[OH:1][C:2]1[CH:16]=[C:15]2[C:5]([NH:6][CH:7]=[C:8]2[CH2:9][C@@H:10]([C:12]([OH:14])=[O:13])[NH2:11])=[CH:4][CH:3]=1, predict the reactants needed to synthesize it. The reactants are: [OH:1][C:2]1[CH:16]=[C:15]2[C:5]([NH:6][CH:7]=[C:8]2[CH2:9][C@@H:10]([C:12]([OH:14])=[O:13])[NH2:11])=[CH:4][CH:3]=1.[Cl-].[Cr+3:18].[Cl-].[Cl-].